This data is from Full USPTO retrosynthesis dataset with 1.9M reactions from patents (1976-2016). The task is: Predict the reactants needed to synthesize the given product. (1) Given the product [O:33]=[C:32]1[O:34][CH:28]([CH2:29][N:16]2[CH2:15][CH2:14][N:13]([CH2:19][C:20]([OH:22])=[O:21])[CH2:12][CH2:11][N:10]([CH2:23][C:24]([OH:26])=[O:25])[CH2:9][CH2:8][N:7]([CH2:6][C:3]([OH:5])=[O:4])[CH2:18][CH2:17]2)[CH2:30][CH2:31]1, predict the reactants needed to synthesize it. The reactants are: [OH-].[Na+].[C:3]([CH2:6][N:7]1[CH2:18][CH2:17][NH:16][CH2:15][CH2:14][N:13]([CH2:19][C:20]([OH:22])=[O:21])[CH2:12][CH2:11][N:10]([CH2:23][C:24]([OH:26])=[O:25])[CH2:9][CH2:8]1)([OH:5])=[O:4].O1[CH2:29][CH:28]1[CH2:30][CH2:31][C:32]([OH:34])=[O:33].CC(O)C. (2) Given the product [Cl:1][C:2]1[CH:10]=[CH:9][C:8]([S:11](=[O:17])(=[O:16])[NH:12][CH:13]2[CH2:14][CH2:15]2)=[CH:7][C:3]=1[C:4]([N:6]=[C:19]=[O:20])=[O:5], predict the reactants needed to synthesize it. The reactants are: [Cl:1][C:2]1[CH:10]=[CH:9][C:8]([S:11](=[O:17])(=[O:16])[NH:12][CH:13]2[CH2:15][CH2:14]2)=[CH:7][C:3]=1[C:4]([NH2:6])=[O:5].C(Cl)(=O)[C:19](Cl)=[O:20]. (3) Given the product [Si:17]([O:16][CH2:15][C:14]([C:11]1[CH:10]=[CH:9][C:8]([C:31]2[CH:30]=[C:29]([NH:42][C:43]3[N:48]=[C:47]([C:49]([F:52])([F:51])[F:50])[CH:46]=[CH:45][N:44]=3)[CH:28]=[C:27]([CH3:26])[CH:32]=2)=[CH:13][N:12]=1)([OH:25])[CH3:24])([C:20]([CH3:23])([CH3:22])[CH3:21])([CH3:19])[CH3:18], predict the reactants needed to synthesize it. The reactants are: C(=O)([O-])[O-].[Na+].[Na+].Br[C:8]1[CH:9]=[CH:10][C:11]([C:14]([OH:25])([CH3:24])[CH2:15][O:16][Si:17]([C:20]([CH3:23])([CH3:22])[CH3:21])([CH3:19])[CH3:18])=[N:12][CH:13]=1.[CH3:26][C:27]1[CH:28]=[C:29]([NH:42][C:43]2[N:48]=[C:47]([C:49]([F:52])([F:51])[F:50])[CH:46]=[CH:45][N:44]=2)[CH:30]=[C:31](B2OC(C)(C)C(C)(C)O2)[CH:32]=1. (4) The reactants are: ClC1C(F)=NC=C(OCCC2OCCO2)C=1.CC(C)([O-])C.[K+].[CH3:23][N:24]1[CH:28]=[CH:27][C:26]([NH:29][C:30]2[C:39]3[C:34](=[CH:35][CH:36]=[C:37](O)[CH:38]=3)[N:33]=[CH:32][N:31]=2)=[N:25]1.[Cl-].[NH4+]. Given the product [CH3:23][N:24]1[CH:28]=[CH:27][C:26]([NH:29][C:30]2[C:39]3[C:34](=[CH:35][CH:36]=[CH:37][CH:38]=3)[N:33]=[CH:32][N:31]=2)=[N:25]1, predict the reactants needed to synthesize it. (5) The reactants are: [S:1]1[C:5]([CH2:6][O:7][C:8]([NH:10][CH2:11][CH2:12][CH2:13][NH:14][C:15](=[O:21])[O:16][C:17]([CH3:20])([CH3:19])[CH3:18])=[O:9])=[CH:4][N:3]=[CH:2]1.[H-].[Na+].Br[CH2:25][C:26]1[CH:39]=[CH:38][C:29]([C:30]([C:32]2[CH:37]=[CH:36][CH:35]=[CH:34][CH:33]=2)=[O:31])=[CH:28][CH:27]=1. Given the product [C:30]([C:29]1[CH:38]=[CH:39][C:26]([CH2:25][N:14]([CH2:13][CH2:12][CH2:11][N:10]([CH2:25][C:26]2[CH:27]=[CH:28][C:29]([C:30](=[O:31])[C:32]3[CH:33]=[CH:34][CH:35]=[CH:36][CH:37]=3)=[CH:38][CH:39]=2)[C:8]([O:7][CH2:6][C:5]2[S:1][CH:2]=[N:3][CH:4]=2)=[O:9])[C:15](=[O:21])[O:16][C:17]([CH3:18])([CH3:20])[CH3:19])=[CH:27][CH:28]=1)(=[O:31])[C:32]1[CH:37]=[CH:36][CH:35]=[CH:34][CH:33]=1, predict the reactants needed to synthesize it.